This data is from Catalyst prediction with 721,799 reactions and 888 catalyst types from USPTO. The task is: Predict which catalyst facilitates the given reaction. (1) Reactant: [F:1][C:2]([F:9])([F:8])[C:3]([O:5]CC)=O.[NH:10]1[CH2:15][CH2:14][NH:13][CH2:12][CH2:11]1. Product: [F:9][C:2]([F:1])([F:8])[C:3]([N:10]1[CH2:15][CH2:14][NH:13][CH2:12][CH2:11]1)=[O:5]. The catalyst class is: 1. (2) Reactant: [F:1][C:2]1[CH:7]=[C:6]([CH3:8])[CH:5]=[CH:4][C:3]=1[C:9]1[CH:10]=[C:11]([CH:16]=[C:17]([N:19]2[CH2:24][CH2:23][O:22][CH2:21][CH2:20]2)[N:18]=1)[C:12]([O:14]C)=[O:13].[OH-].[Na+].Cl. Product: [F:1][C:2]1[CH:7]=[C:6]([CH3:8])[CH:5]=[CH:4][C:3]=1[C:9]1[CH:10]=[C:11]([CH:16]=[C:17]([N:19]2[CH2:24][CH2:23][O:22][CH2:21][CH2:20]2)[N:18]=1)[C:12]([OH:14])=[O:13]. The catalyst class is: 44. (3) Reactant: [NH2:1][CH2:2][CH2:3][N:4]1[CH2:9][CH2:8][O:7][C@H:6]([CH2:10][O:11][C:12]2[C:21]3[C:16](=[N:17][CH:18]=[CH:19][N:20]=3)[CH:15]=[C:14]([C:22]3[CH:30]=[CH:29][C:25]([N:26]([CH3:28])[CH3:27])=[CH:24][CH:23]=3)[N:13]=2)[CH2:5]1.CCN(CC)CC.[C:38](Cl)(=[O:40])[CH3:39]. Product: [CH3:28][N:26]([CH3:27])[C:25]1[CH:29]=[CH:30][C:22]([C:14]2[N:13]=[C:12]([O:11][CH2:10][C@@H:6]3[CH2:5][N:4]([CH2:3][CH2:2][NH:1][C:38](=[O:40])[CH3:39])[CH2:9][CH2:8][O:7]3)[C:21]3=[N:20][CH:19]=[CH:18][N:17]=[C:16]3[CH:15]=2)=[CH:23][CH:24]=1. The catalyst class is: 2. (4) Reactant: [CH3:1][C:2]1[O:3][C:4]2[CH:26]=[CH:25][CH:24]=[CH:23][C:5]=2[C:6]=1[C:7](=[O:22])[C:8]1[CH:13]=[C:12]([CH:14]([CH3:16])[CH3:15])[C:11]([O:17]C)=[C:10]([CH:19]([CH3:21])[CH3:20])[CH:9]=1.B(Br)(Br)Br.Cl. Product: [CH3:1][C:2]1[O:3][C:4]2[CH:26]=[CH:25][CH:24]=[CH:23][C:5]=2[C:6]=1[C:7](=[O:22])[C:8]1[CH:13]=[C:12]([CH:14]([CH3:15])[CH3:16])[C:11]([OH:17])=[C:10]([CH:19]([CH3:21])[CH3:20])[CH:9]=1. The catalyst class is: 4. (5) Reactant: [H-].[Na+].[F:3][C:4]([F:8])([F:7])[CH2:5][SH:6].[CH3:9][O:10][C:11](=[O:19])[C:12]1[CH:17]=[CH:16][C:15](Cl)=[N:14][CH:13]=1. Product: [F:3][C:4]([F:8])([F:7])[CH2:5][S:6][C:15]1[N:14]=[CH:13][C:12]([C:11]([O:10][CH3:9])=[O:19])=[CH:17][CH:16]=1. The catalyst class is: 1.